From a dataset of Catalyst prediction with 721,799 reactions and 888 catalyst types from USPTO. Predict which catalyst facilitates the given reaction. (1) Reactant: [CH3:1][O:2][C:3]([C@@H:5]1[CH2:9][CH:8]([CH3:10])[CH2:7][C:6]1=[O:11])=[O:4].C(N(C(C)C)CC)(C)C.[S:21](O[S:21]([C:24]([F:27])([F:26])[F:25])(=[O:23])=[O:22])([C:24]([F:27])([F:26])[F:25])(=[O:23])=[O:22]. The catalyst class is: 4. Product: [CH3:1][O:2][C:3]([C:5]1[CH2:9][C@@H:8]([CH3:10])[CH2:7][C:6]=1[O:11][S:21]([C:24]([F:27])([F:26])[F:25])(=[O:23])=[O:22])=[O:4]. (2) The catalyst class is: 4. Product: [C:27]([O:30][CH2:31][C:32](=[O:33])[N:12]([CH2:11][C:9]1[S:10][C:5]2[C:4]([N:14]3[CH2:15][CH2:16][O:17][CH2:18][CH2:19]3)=[N:3][C:2]([Cl:1])=[N:7][C:6]=2[CH:8]=1)[CH3:13])(=[O:29])[CH3:28]. Reactant: [Cl:1][C:2]1[N:3]=[C:4]([N:14]2[CH2:19][CH2:18][O:17][CH2:16][CH2:15]2)[C:5]2[S:10][C:9]([CH2:11][NH:12][CH3:13])=[CH:8][C:6]=2[N:7]=1.C(N(CC)CC)C.[C:27]([O:30][CH2:31][C:32](Cl)=[O:33])(=[O:29])[CH3:28]. (3) Reactant: B(F)(F)F.CSC.C[O:9][C:10]1[CH:11]=[C:12]([C:17]2[C:21]([C:22]3[CH:27]=[CH:26][N:25]=[C:24]([C:28]4[CH:29]=[N:30][CH:31]=[CH:32][CH:33]=4)[CH:23]=3)=[CH:20][N:19]([CH2:34][C:35]#[N:36])[N:18]=2)[CH:13]=[C:14]([CH3:16])[CH:15]=1. Product: [OH:9][C:10]1[CH:11]=[C:12]([C:17]2[C:21]([C:22]3[CH:27]=[CH:26][N:25]=[C:24]([C:28]4[CH:29]=[N:30][CH:31]=[CH:32][CH:33]=4)[CH:23]=3)=[CH:20][N:19]([CH2:34][C:35]#[N:36])[N:18]=2)[CH:13]=[C:14]([CH3:16])[CH:15]=1. The catalyst class is: 4. (4) Reactant: [N:1]12[CH2:7][C:4]([C:8]([C:16]3[CH:21]=[CH:20][CH:19]=[CH:18][CH:17]=3)([C:10]3[CH:15]=[CH:14][CH:13]=[CH:12][CH:11]=3)[OH:9])([CH2:5][CH2:6]1)[CH2:3][CH2:2]2.[Br:22][CH2:23][CH2:24][O:25][CH2:26][C:27]1[CH:32]=[CH:31][CH:30]=[C:29]([O:33][CH3:34])[CH:28]=1. Product: [Br-:22].[OH:9][C:8]([C:16]1[CH:21]=[CH:20][CH:19]=[CH:18][CH:17]=1)([C:10]1[CH:15]=[CH:14][CH:13]=[CH:12][CH:11]=1)[C:4]12[CH2:7][N+:1]([CH2:23][CH2:24][O:25][CH2:26][C:27]3[CH:32]=[CH:31][CH:30]=[C:29]([O:33][CH3:34])[CH:28]=3)([CH2:6][CH2:5]1)[CH2:2][CH2:3]2. The catalyst class is: 23. (5) Reactant: [Cl:1][C:2]1[CH:7]=[CH:6][C:5]([CH:8]([NH:14]C(=O)OC(C)(C)C)[C:9]([NH:11][CH2:12][CH3:13])=[O:10])=[CH:4][CH:3]=1.[Na]. Product: [NH2:14][CH:8]([C:5]1[CH:4]=[CH:3][C:2]([Cl:1])=[CH:7][CH:6]=1)[C:9]([NH:11][CH2:12][CH3:13])=[O:10]. The catalyst class is: 89. (6) Reactant: [CH2:1]([O:3][C:4]([C:6]1([C:9]2[CH:14]=[CH:13][C:12]([C:15]3[CH:20]=[CH:19][C:18]([C:21]4[O:25][N:24]=[C:23]([CH3:26])[C:22]=4[CH2:27][C:28]([O:30]CC4C=CC=CC=4)=[O:29])=[CH:17][CH:16]=3)=[CH:11][CH:10]=2)[CH2:8][CH2:7]1)=[O:5])[CH3:2].CO.[OH-].[Na+]. Product: [CH2:1]([O:3][C:4]([C:6]1([C:9]2[CH:10]=[CH:11][C:12]([C:15]3[CH:20]=[CH:19][C:18]([C:21]4[O:25][N:24]=[C:23]([CH3:26])[C:22]=4[CH2:27][C:28]([OH:30])=[O:29])=[CH:17][CH:16]=3)=[CH:13][CH:14]=2)[CH2:8][CH2:7]1)=[O:5])[CH3:2]. The catalyst class is: 1. (7) Product: [N:14]1([C:2]2[S:3][C:4]3[C:10]([C:11]([OH:13])=[O:12])=[CH:9][CH:8]=[CH:7][C:5]=3[N:6]=2)[CH2:19][CH2:18][CH2:17][CH2:16][CH2:15]1. Reactant: Br[C:2]1[S:3][C:4]2[C:10]([C:11]([OH:13])=[O:12])=[CH:9][CH:8]=[CH:7][C:5]=2[N:6]=1.[NH:14]1[CH2:19][CH2:18][CH2:17][CH2:16][CH2:15]1.C(O)C. The catalyst class is: 27. (8) Reactant: [O:1]1[C:5]2[CH:6]=[CH:7][CH:8]=[CH:9][C:4]=2[N:3]=[C:2]1[NH:10][C:11]1[CH:16]=[CH:15][C:14](Br)=[CH:13][CH:12]=1.[B:18]1([B:18]2[O:22][C:21]([CH3:24])([CH3:23])[C:20]([CH3:26])([CH3:25])[O:19]2)[O:22][C:21]([CH3:24])([CH3:23])[C:20]([CH3:26])([CH3:25])[O:19]1.ClCCl.C([O-])(=O)C.[K+]. Product: [O:1]1[C:5]2[CH:6]=[CH:7][CH:8]=[CH:9][C:4]=2[N:3]=[C:2]1[NH:10][C:11]1[CH:16]=[CH:15][C:14]([B:18]2[O:22][C:21]([CH3:24])([CH3:23])[C:20]([CH3:26])([CH3:25])[O:19]2)=[CH:13][CH:12]=1. The catalyst class is: 9. (9) Reactant: C[O:2][C:3](=[O:13])[CH:4](Br)[C:5]1[CH:10]=[CH:9][CH:8]=[C:7]([Cl:11])[CH:6]=1.[CH:14]1([SH:19])[CH2:18][CH2:17][CH2:16][CH2:15]1.[NH2:20][C:21]1[S:22][CH:23]=[CH:24][N:25]=1. Product: [CH:14]1([S:19][CH:4]([C:5]2[CH:10]=[CH:9][CH:8]=[C:7]([Cl:11])[CH:6]=2)[C:3]([OH:2])=[O:13])[CH2:18][CH2:17][CH2:16][CH2:15]1.[CH:14]1([S:19][CH:4]([C:5]2[CH:10]=[CH:9][CH:8]=[C:7]([Cl:11])[CH:6]=2)[C:3]([NH:20][C:21]2[S:22][CH:23]=[CH:24][N:25]=2)=[O:13])[CH2:18][CH2:17][CH2:16][CH2:15]1. The catalyst class is: 1.